Dataset: Catalyst prediction with 721,799 reactions and 888 catalyst types from USPTO. Task: Predict which catalyst facilitates the given reaction. (1) Reactant: C([O:8][C:9]1[CH:10]=[C:11]([C:15]([OH:39])([C:33]2[CH:38]=[CH:37][CH:36]=[CH:35][CH:34]=2)[C:16]([O:18][CH2:19][CH:20]2[CH2:25][CH2:24][N:23]([C:26]([O:28][C:29]([CH3:32])([CH3:31])[CH3:30])=[O:27])[CH2:22][CH2:21]2)=[O:17])[CH:12]=[CH:13][CH:14]=1)C1C=CC=CC=1.CC1CC=CCC=1. Product: [OH:39][C:15]([C:11]1[CH:12]=[CH:13][CH:14]=[C:9]([OH:8])[CH:10]=1)([C:33]1[CH:38]=[CH:37][CH:36]=[CH:35][CH:34]=1)[C:16]([O:18][CH2:19][CH:20]1[CH2:25][CH2:24][N:23]([C:26]([O:28][C:29]([CH3:32])([CH3:31])[CH3:30])=[O:27])[CH2:22][CH2:21]1)=[O:17]. The catalyst class is: 29. (2) Reactant: [F:1][C:2]([F:19])([F:18])[C:3]([NH:5][C@H:6]1[C:15]2[C:10](=[CH:11][C:12]([CH2:16][OH:17])=[CH:13][CH:14]=2)[CH2:9][CH2:8][CH2:7]1)=[O:4].[C:20](OC(=O)C)(=[O:22])[CH3:21].C(N(CC)CC)C. Product: [C:20]([O:17][CH2:16][C:12]1[CH:13]=[CH:14][C:15]2[C@H:6]([NH:5][C:3](=[O:4])[C:2]([F:18])([F:19])[F:1])[CH2:7][CH2:8][CH2:9][C:10]=2[CH:11]=1)(=[O:22])[CH3:21]. The catalyst class is: 64.